From a dataset of Peptide-MHC class I binding affinity with 185,985 pairs from IEDB/IMGT. Regression. Given a peptide amino acid sequence and an MHC pseudo amino acid sequence, predict their binding affinity value. This is MHC class I binding data. (1) The binding affinity (normalized) is 1.00. The MHC is HLA-B18:01 with pseudo-sequence HLA-B18:01. The peptide sequence is DENQMIHAY. (2) The peptide sequence is SMANIFRGSY. The MHC is HLA-B15:01 with pseudo-sequence HLA-B15:01. The binding affinity (normalized) is 1.00.